Dataset: Human liver microsome stability data. Task: Regression/Classification. Given a drug SMILES string, predict its absorption, distribution, metabolism, or excretion properties. Task type varies by dataset: regression for continuous measurements (e.g., permeability, clearance, half-life) or binary classification for categorical outcomes (e.g., BBB penetration, CYP inhibition). Dataset: hlm. (1) The compound is CNC(=O)c1cccc(CC[C@H]([C@H](C)O)n2cnc3c(N)ncnc32)c1. The result is 0 (unstable in human liver microsomes). (2) The drug is C=C[C@@H]1C[C@]1(NC(=O)[C@@H]1C[C@@](OC)(c2ccc(-c3cccc(OC)c3)cc2)CN1C(=O)[C@@H](NC(=O)OC1CCCC1)C(C)(C)C)C(=O)NS(=O)(=O)C1CC1. The result is 0 (unstable in human liver microsomes). (3) The drug is CCCc1sc(-c2ccc(OC)c(OCCNS(C)(=O)=O)c2)nc1CSc1nc(N)cc(N)n1. The result is 1 (stable in human liver microsomes). (4) The molecule is CC(C)CN1C(=O)CN(Cc2ccc(-c3cccc(CN4CCCC(F)C4)n3)cc2)C1=O. The result is 1 (stable in human liver microsomes). (5) The result is 0 (unstable in human liver microsomes). The compound is CN(C)CCn1cc(NC(=O)c2cccc(-n3cc(NC(=O)Nc4ccccc4Cl)cn3)c2)cn1. (6) The molecule is CS(=O)(=O)Nc1ccc2c(c1)S(=O)(=O)NC(C1=C(O)[C@H]3CCC[C@H]3N(Cc3ccc(C(F)(F)F)cc3)C1=O)=N2. The result is 0 (unstable in human liver microsomes). (7) The compound is Cn1nnc([C@@H](NC(=O)n2c(=O)n(CCN3CCOCC3)c3ccccc32)C(C)(C)C)n1. The result is 1 (stable in human liver microsomes).